This data is from Forward reaction prediction with 1.9M reactions from USPTO patents (1976-2016). The task is: Predict the product of the given reaction. (1) Given the reactants [Cl:1][C:2]1[CH:7]=[CH:6][C:5]([C@H:8]2[C@@H:12]([C:13]3[CH:18]=[CH:17][C:16]([Cl:19])=[CH:15][CH:14]=3)[N:11]([C:20](Cl)=[O:21])[C:10]([C:23]3[S:24][CH:25]=[CH:26][C:27]=3[O:28][CH2:29][CH3:30])=[N:9]2)=[CH:4][CH:3]=1.Cl.Cl.[CH3:33][O:34][CH2:35][CH2:36][N:37]([CH2:47][CH2:48][O:49][CH3:50])[C:38](=[O:46])[CH2:39][N:40]1[CH2:45][CH2:44][NH:43][CH2:42][CH2:41]1, predict the reaction product. The product is: [Cl:1][C:2]1[CH:3]=[CH:4][C:5]([C@H:8]2[C@@H:12]([C:13]3[CH:18]=[CH:17][C:16]([Cl:19])=[CH:15][CH:14]=3)[N:11]([C:20]([N:43]3[CH2:44][CH2:45][N:40]([CH2:39][C:38]([N:37]([CH2:47][CH2:48][O:49][CH3:50])[CH2:36][CH2:35][O:34][CH3:33])=[O:46])[CH2:41][CH2:42]3)=[O:21])[C:10]([C:23]3[S:24][CH:25]=[CH:26][C:27]=3[O:28][CH2:29][CH3:30])=[N:9]2)=[CH:6][CH:7]=1. (2) Given the reactants [NH2:1][C:2]1[CH:22]=[C:21]([O:23][CH3:24])[CH:20]=[CH:19][C:3]=1[NH:4][C:5]1[S:9][C:8]2[CH:10]=[CH:11][CH:12]=[CH:13][C:7]=2[C:6]=1[C:14](OCC)=O.[CH3:25][N:26]1[CH2:31][CH2:30][NH:29][CH2:28][CH2:27]1.C1(OC)C=CC=CC=1, predict the reaction product. The product is: [CH3:24][O:23][C:21]1[CH:20]=[CH:19][C:3]2[NH:4][C:5]3[S:9][C:8]4[CH:10]=[CH:11][CH:12]=[CH:13][C:7]=4[C:6]=3[C:14]([N:29]3[CH2:30][CH2:31][N:26]([CH3:25])[CH2:27][CH2:28]3)=[N:1][C:2]=2[CH:22]=1.